This data is from CYP2C19 inhibition data for predicting drug metabolism from PubChem BioAssay. The task is: Regression/Classification. Given a drug SMILES string, predict its absorption, distribution, metabolism, or excretion properties. Task type varies by dataset: regression for continuous measurements (e.g., permeability, clearance, half-life) or binary classification for categorical outcomes (e.g., BBB penetration, CYP inhibition). Dataset: cyp2c19_veith. (1) The compound is COc1ccccc1-c1nnc(NC(C)=O)s1. The result is 0 (non-inhibitor). (2) The drug is O=C(c1cccc(F)c1)N1CCC2(CC1)CCN(c1ccncc1)CC2. The result is 0 (non-inhibitor).